Dataset: Forward reaction prediction with 1.9M reactions from USPTO patents (1976-2016). Task: Predict the product of the given reaction. (1) Given the reactants [O-]S(C(F)(F)F)(=O)=O.[CH2:9]([C:13]1[CH:18]=[CH:17][C:16]([N:19]([C:29]2[CH:34]=[CH:33][C:32](/[CH:35]=[CH:36]/[C:37]3[CH:42]=[CH:41][C:40]([N:43]([C:53]4[CH:58]=[CH:57][C:56]([CH2:59][CH2:60][CH2:61][CH3:62])=[CH:55][CH:54]=4)[C:44]4[CH:49]=[CH:48][CH:47]=[C:46]([S+:50]([CH3:52])[CH3:51])[CH:45]=4)=[CH:39][CH:38]=3)=[CH:31][CH:30]=2)[C:20]2[CH:21]=[C:22]([S+:26]([CH3:28])[CH3:27])[CH:23]=[CH:24][CH:25]=2)=[CH:15][CH:14]=1)[CH2:10][CH2:11][CH3:12].[O-]S(C(F)(F)F)(=O)=O.[F:71][Sb-:72]([F:77])([F:76])([F:75])([F:74])[F:73].[Na+], predict the reaction product. The product is: [F:71][Sb-:72]([F:77])([F:76])([F:75])([F:74])[F:73].[CH2:9]([C:13]1[CH:14]=[CH:15][C:16]([N:19]([C:29]2[CH:34]=[CH:33][C:32]([CH:35]=[CH:36][C:37]3[CH:42]=[CH:41][C:40]([N:43]([C:53]4[CH:58]=[CH:57][C:56]([CH2:59][CH2:60][CH2:61][CH3:62])=[CH:55][CH:54]=4)[C:44]4[CH:49]=[CH:48][CH:47]=[C:46]([S+:50]([CH3:52])[CH3:51])[CH:45]=4)=[CH:39][CH:38]=3)=[CH:31][CH:30]=2)[C:20]2[CH:21]=[C:22]([S+:26]([CH3:28])[CH3:27])[CH:23]=[CH:24][CH:25]=2)=[CH:17][CH:18]=1)[CH2:10][CH2:11][CH3:12].[F:71][Sb-:72]([F:77])([F:76])([F:75])([F:74])[F:73]. (2) The product is: [CH:16]1([CH2:19][NH:20][C:13]([C:10]2[CH:9]=[C:8]([C:5]3[CH:4]=[CH:3][C:2]([F:1])=[CH:7][CH:6]=3)[O:12][N:11]=2)=[O:15])[CH2:18][CH2:17]1. Given the reactants [F:1][C:2]1[CH:7]=[CH:6][C:5]([C:8]2[O:12][N:11]=[C:10]([C:13]([OH:15])=O)[CH:9]=2)=[CH:4][CH:3]=1.[CH:16]1([CH2:19][NH2:20])[CH2:18][CH2:17]1.N1C=CC=CC=1.O=P(Cl)(Cl)Cl, predict the reaction product. (3) Given the reactants [C:1]1([C:7](=O)[CH2:8][CH2:9][C:10](=O)[CH3:11])[CH:6]=[CH:5][CH:4]=[CH:3][CH:2]=1.[C:14]([NH:22][NH2:23])(=[O:21])[C:15]1[CH:20]=[CH:19][N:18]=[CH:17][CH:16]=1.C1(C)C=CC(S(O)(=O)=O)=CC=1, predict the reaction product. The product is: [CH3:11][C:10]1[N:23]([NH:22][C:14](=[O:21])[C:15]2[CH:20]=[CH:19][N:18]=[CH:17][CH:16]=2)[C:7]([C:1]2[CH:6]=[CH:5][CH:4]=[CH:3][CH:2]=2)=[CH:8][CH:9]=1. (4) Given the reactants COC1C=C(OC)C=CC=1C[N:6]([C:41]1[CH:46]=[CH:45][CH:44]=[C:43]([F:47])[N:42]=1)[S:7]([C:10]1[C:39]([F:40])=[CH:38][C:13]2[N:14]([C@@H:18]([C:20]3[CH:25]=[CH:24][CH:23]=[CH:22][C:21]=3[C:26]3([OH:37])[CH2:29][N:28](C(OC(C)(C)C)=O)[CH2:27]3)[CH3:19])[C:15](=[O:17])[O:16][C:12]=2[CH:11]=1)(=[O:9])=[O:8].C(O)(C(F)(F)F)=O, predict the reaction product. The product is: [F:40][C:39]1[C:10]([S:7]([NH:6][C:41]2[CH:46]=[CH:45][CH:44]=[C:43]([F:47])[N:42]=2)(=[O:8])=[O:9])=[CH:11][C:12]2[O:16][C:15](=[O:17])[N:14]([C@@H:18]([C:20]3[CH:25]=[CH:24][CH:23]=[CH:22][C:21]=3[C:26]3([OH:37])[CH2:29][NH:28][CH2:27]3)[CH3:19])[C:13]=2[CH:38]=1. (5) Given the reactants Cl.[I:2][C:3]1[CH:8]=[CH:7][C:6]([CH2:9][C:10]([OH:12])=[O:11])=[CH:5][CH:4]=1.O1CCOC[CH2:14]1, predict the reaction product. The product is: [I:2][C:3]1[CH:4]=[CH:5][C:6]([CH2:9][C:10]([O:12][CH3:14])=[O:11])=[CH:7][CH:8]=1. (6) Given the reactants [NH2:1][CH2:2][C@H:3]1[CH2:7][CH2:6][N:5]([C:8]([O:10][C:11]([CH3:14])([CH3:13])[CH3:12])=[O:9])[CH2:4]1.[Cl:15][C:16]1[S:20][C:19]([C:21](O)=[O:22])=[CH:18][CH:17]=1, predict the reaction product. The product is: [C:11]([O:10][C:8]([N:5]1[CH2:6][CH2:7][C@H:3]([CH2:2][NH:1][C:21]([C:19]2[S:20][C:16]([Cl:15])=[CH:17][CH:18]=2)=[O:22])[CH2:4]1)=[O:9])([CH3:14])([CH3:13])[CH3:12]. (7) Given the reactants [C:1]([CH:3](P(OCC)(OCC)=O)[CH:4]([CH:10]1[CH2:15][CH2:14][O:13][CH2:12][CH2:11]1)[CH2:5][CH2:6][C:7]([OH:9])=[O:8])#[N:2].C[Si]([N-][Si](C)(C)C)(C)C.[Li+].[CH2:34]([O:36][C:37]1[C:44]([O:45][C:46]2[CH:51]=[CH:50][CH:49]=[CH:48][CH:47]=2)=[CH:43][C:40]([CH:41]=O)=[C:39]([N+:52]([O-:54])=[O:53])[CH:38]=1)[CH3:35].O, predict the reaction product. The product is: [C:1]([C:3](=[CH:41][C:40]1[CH:43]=[C:44]([O:45][C:46]2[CH:51]=[CH:50][CH:49]=[CH:48][CH:47]=2)[C:37]([O:36][CH2:34][CH3:35])=[CH:38][C:39]=1[N+:52]([O-:54])=[O:53])[CH:4]([CH:10]1[CH2:11][CH2:12][O:13][CH2:14][CH2:15]1)[CH2:5][CH2:6][C:7]([OH:9])=[O:8])#[N:2].